This data is from NCI-60 drug combinations with 297,098 pairs across 59 cell lines. The task is: Regression. Given two drug SMILES strings and cell line genomic features, predict the synergy score measuring deviation from expected non-interaction effect. (1) Drug 1: CC12CCC3C(C1CCC2=O)CC(=C)C4=CC(=O)C=CC34C. Drug 2: CC1=C(N=C(N=C1N)C(CC(=O)N)NCC(C(=O)N)N)C(=O)NC(C(C2=CN=CN2)OC3C(C(C(C(O3)CO)O)O)OC4C(C(C(C(O4)CO)O)OC(=O)N)O)C(=O)NC(C)C(C(C)C(=O)NC(C(C)O)C(=O)NCCC5=NC(=CS5)C6=NC(=CS6)C(=O)NCCC[S+](C)C)O. Cell line: CCRF-CEM. Synergy scores: CSS=36.8, Synergy_ZIP=2.50, Synergy_Bliss=4.38, Synergy_Loewe=0.573, Synergy_HSA=1.95. (2) Drug 1: CN(CC1=CN=C2C(=N1)C(=NC(=N2)N)N)C3=CC=C(C=C3)C(=O)NC(CCC(=O)O)C(=O)O. Drug 2: CCN(CC)CCNC(=O)C1=C(NC(=C1C)C=C2C3=C(C=CC(=C3)F)NC2=O)C. Cell line: HCT116. Synergy scores: CSS=65.2, Synergy_ZIP=-5.42, Synergy_Bliss=-10.2, Synergy_Loewe=-14.2, Synergy_HSA=-6.69. (3) Drug 1: CS(=O)(=O)CCNCC1=CC=C(O1)C2=CC3=C(C=C2)N=CN=C3NC4=CC(=C(C=C4)OCC5=CC(=CC=C5)F)Cl. Drug 2: CC1=C(N=C(N=C1N)C(CC(=O)N)NCC(C(=O)N)N)C(=O)NC(C(C2=CN=CN2)OC3C(C(C(C(O3)CO)O)O)OC4C(C(C(C(O4)CO)O)OC(=O)N)O)C(=O)NC(C)C(C(C)C(=O)NC(C(C)O)C(=O)NCCC5=NC(=CS5)C6=NC(=CS6)C(=O)NCCC[S+](C)C)O. Cell line: HS 578T. Synergy scores: CSS=21.1, Synergy_ZIP=-2.52, Synergy_Bliss=-1.24, Synergy_Loewe=-9.95, Synergy_HSA=-0.508.